This data is from Forward reaction prediction with 1.9M reactions from USPTO patents (1976-2016). The task is: Predict the product of the given reaction. Given the reactants [Cl:1][C:2]1[CH:3]=[C:4]([OH:9])[CH:5]=[CH:6][C:7]=1[Cl:8].C(=O)([O-])[O-].[K+].[K+].[Cl:16][C:17]1[C:18](F)=[CH:19][C:20]([F:33])=[C:21]([CH:32]=1)[C:22]([O:24][C:25]1[CH:30]=[CH:29][C:28]([CH3:31])=[CH:27][CH:26]=1)=[O:23], predict the reaction product. The product is: [Cl:16][C:17]1[C:18]([O:9][C:4]2[CH:5]=[CH:6][C:7]([Cl:8])=[C:2]([Cl:1])[CH:3]=2)=[CH:19][C:20]([F:33])=[C:21]([CH:32]=1)[C:22]([O:24][C:25]1[CH:30]=[CH:29][C:28]([CH3:31])=[CH:27][CH:26]=1)=[O:23].